From a dataset of Full USPTO retrosynthesis dataset with 1.9M reactions from patents (1976-2016). Predict the reactants needed to synthesize the given product. Given the product [S:18]([O:1][CH:2]([CH2:10][CH3:11])[C:3]([O:5][CH2:6][CH:7]([CH3:8])[CH3:9])=[O:4])([C:15]1[CH:16]=[CH:17][C:12]([CH3:22])=[CH:13][CH:14]=1)(=[O:20])=[O:19], predict the reactants needed to synthesize it. The reactants are: [OH:1][CH:2]([CH2:10][CH3:11])[C:3]([O:5][CH2:6][CH:7]([CH3:9])[CH3:8])=[O:4].[C:12]1([CH3:22])[CH:17]=[CH:16][C:15]([S:18](Cl)(=[O:20])=[O:19])=[CH:14][CH:13]=1.C1N2CCN(CC2)C1.C(N(CC)CC)C.